Dataset: Reaction yield outcomes from USPTO patents with 853,638 reactions. Task: Predict the reaction yield, written as a fraction of the theoretical maximum amount of product (1.0 means a 100% yield; for example, 0.34 means a 34% yield). (1) The reactants are [Cl:1][C:2]1[C:3]([F:9])=[C:4]([CH:6]=[CH:7][CH:8]=1)[NH2:5].Br[CH:11]([C:13]1[CH:14]=[C:15]([C:30]([O:32][CH3:33])=[O:31])[CH:16]=[C:17]2[C:22]=1[O:21][C:20]([N:23]1[CH2:28][CH2:27][O:26][CH2:25][CH2:24]1)=[CH:19][C:18]2=[O:29])[CH3:12]. The catalyst is C(Cl)Cl. The product is [Cl:1][C:2]1[C:3]([F:9])=[C:4]([NH:5][CH:11]([C:13]2[CH:14]=[C:15]([C:30]([O:32][CH3:33])=[O:31])[CH:16]=[C:17]3[C:22]=2[O:21][C:20]([N:23]2[CH2:28][CH2:27][O:26][CH2:25][CH2:24]2)=[CH:19][C:18]3=[O:29])[CH3:12])[CH:6]=[CH:7][CH:8]=1. The yield is 0.820. (2) The reactants are [F:1][C:2]([F:15])([F:14])[C:3]1[CH:12]=[C:11]2[C:6]([C:7]([SH:13])=[CH:8][CH:9]=[N:10]2)=[CH:5][CH:4]=1.[Cl:16][CH2:17][CH2:18]Cl.C([O-])([O-])=O.[K+].[K+].[OH-].[K+]. The catalyst is CCCC[N+](CCCC)(CCCC)CCCC.[Br-].O. The product is [Cl:16][CH2:17][CH2:18][S:13][C:7]1[C:6]2[C:11](=[CH:12][C:3]([C:2]([F:1])([F:14])[F:15])=[CH:4][CH:5]=2)[N:10]=[CH:9][CH:8]=1. The yield is 0.670. (3) The reactants are [CH:1]([N:4]1[CH2:9][CH2:8][CH:7]([O:10][C:11]2[CH:16]=[CH:15][C:14]([C:17]3([C:23](O)=[O:24])[CH2:22][CH2:21][O:20][CH2:19][CH2:18]3)=[CH:13][CH:12]=2)[CH2:6][CH2:5]1)([CH3:3])[CH3:2].[CH2:26]([NH:28][CH2:29][CH3:30])[CH3:27].F[P-](F)(F)(F)(F)F.N1(OC(N(C)C)=[N+](C)C)C2C=CC=CC=2N=N1.N1C=CC=CC=1. The catalyst is CN(C)C=O.O. The product is [CH:1]([N:4]1[CH2:5][CH2:6][CH:7]([O:10][C:11]2[CH:16]=[CH:15][C:14]([C:17]3([C:23]([N:28]([CH2:29][CH3:30])[CH2:26][CH3:27])=[O:24])[CH2:18][CH2:19][O:20][CH2:21][CH2:22]3)=[CH:13][CH:12]=2)[CH2:8][CH2:9]1)([CH3:2])[CH3:3]. The yield is 0.110. (4) The reactants are [Li][CH2:2]CCC.C1C=CC(P(C2C=CC=CC=2)C2C=CC=CC=2)=CC=1.CI.[Br:27][C:28]1[CH:29]=[C:30]2[C:35](=[CH:36][CH:37]=1)[O:34][CH:33]([C:38]1[CH:43]=[CH:42][CH:41]=[CH:40][CH:39]=1)[CH2:32][C:31]2=O. The catalyst is C1COCC1. The product is [Br:27][C:28]1[CH:29]=[C:30]2[C:35](=[CH:36][CH:37]=1)[O:34][CH:33]([C:38]1[CH:43]=[CH:42][CH:41]=[CH:40][CH:39]=1)[CH2:32][C:31]2=[CH2:2]. The yield is 0.200. (5) The reactants are [F:1][C:2]1[CH:7]=[C:6]([F:8])[CH:5]=[CH:4][C:3]=1[N:9]1[C:13](=[O:14])[C:12]([C:15]([O:17]CC)=[O:16])=[CH:11][N:10]1[CH3:20].O1CCCC1.[OH-].[Na+]. The catalyst is CO. The product is [F:1][C:2]1[CH:7]=[C:6]([F:8])[CH:5]=[CH:4][C:3]=1[N:9]1[C:13](=[O:14])[C:12]([C:15]([OH:17])=[O:16])=[CH:11][N:10]1[CH3:20]. The yield is 0.830. (6) The reactants are [CH2:1](Br)[CH3:2].[OH:4][C:5]1[CH:14]=[C:13]2[C:8]([N:9]=[CH:10][C:11]([O:15][CH2:16][CH2:17][N:18]3[CH2:23][CH2:22][CH:21]([NH:24][C:25]([C:27]4[CH:28]=[CH:29][C:30]5[S:35][CH2:34][C:33](=[O:36])[NH:32][C:31]=5[CH:37]=4)=[O:26])[CH2:20][CH2:19]3)=[N:12]2)=[CH:7][CH:6]=1.C(=O)([O-])[O-].[K+].[K+]. The catalyst is CN(C)C=O. The product is [CH2:1]([O:4][C:5]1[CH:14]=[C:13]2[C:8]([N:9]=[CH:10][C:11]([O:15][CH2:16][CH2:17][N:18]3[CH2:23][CH2:22][CH:21]([NH:24][C:25]([C:27]4[CH:28]=[CH:29][C:30]5[S:35][CH2:34][C:33](=[O:36])[NH:32][C:31]=5[CH:37]=4)=[O:26])[CH2:20][CH2:19]3)=[N:12]2)=[CH:7][CH:6]=1)[CH3:2]. The yield is 0.180. (7) The reactants are [C:1]([NH:5][S:6]([CH2:9][CH2:10][CH2:11]Cl)(=[O:8])=[O:7])([CH3:4])([CH3:3])[CH3:2].[Li]CCCC. The catalyst is C1COCC1. The product is [C:1]([NH:5][S:6]([CH:9]1[CH2:11][CH2:10]1)(=[O:8])=[O:7])([CH3:4])([CH3:3])[CH3:2]. The yield is 0.560.